This data is from Forward reaction prediction with 1.9M reactions from USPTO patents (1976-2016). The task is: Predict the product of the given reaction. (1) Given the reactants [Si:1]([O:8][CH2:9][CH2:10][C:11]1[N:16]=[CH:15][C:14]([NH2:17])=[CH:13][CH:12]=1)([C:4]([CH3:7])([CH3:6])[CH3:5])([CH3:3])[CH3:2].N1C=CC=CC=1.[C:24](Cl)(=[O:32])[O:25][C:26]1[CH:31]=[CH:30][CH:29]=[CH:28][CH:27]=1, predict the reaction product. The product is: [Si:1]([O:8][CH2:9][CH2:10][C:11]1[N:16]=[CH:15][C:14]([NH:17][C:24](=[O:32])[O:25][C:26]2[CH:31]=[CH:30][CH:29]=[CH:28][CH:27]=2)=[CH:13][CH:12]=1)([C:4]([CH3:6])([CH3:7])[CH3:5])([CH3:3])[CH3:2]. (2) Given the reactants [OH2:1].C(OC([N:9]1CC[CH:12]([CH2:15]CCOC2C=CC(C(O)=O)=C(C)C=2)[CH2:11][CH2:10]1)=O)(C)(C)C.CC[N:31]=C=NCCCN(C)C.[NH2:40][CH2:41][CH2:42]O, predict the reaction product. The product is: [CH:15]1[CH:12]=[CH:11][C:10]2[N:9]([OH:1])[N:31]=[N:40][C:41]=2[CH:42]=1. (3) Given the reactants O=[C:2]1[CH2:7][CH2:6][N:5]([C:8]2[CH:13]=[CH:12][C:11]([NH:14][S:15]([C:18]3[S:19][C:20]([C:23]4[CH:28]=[CH:27][CH:26]=[CH:25][N:24]=4)=[CH:21][CH:22]=3)(=[O:17])=[O:16])=[CH:10][CH:9]=2)[CH2:4][CH2:3]1.[NH2:29][CH2:30][C@H:31]([OH:41])[CH2:32][O:33][C:34]1[CH:39]=[CH:38][C:37]([OH:40])=[CH:36][CH:35]=1, predict the reaction product. The product is: [OH:41][C@H:31]([CH2:32][O:33][C:34]1[CH:39]=[CH:38][C:37]([OH:40])=[CH:36][CH:35]=1)[CH2:30][NH:29][CH:2]1[CH2:7][CH2:6][N:5]([C:8]2[CH:9]=[CH:10][C:11]([NH:14][S:15]([C:18]3[S:19][C:20]([C:23]4[CH:28]=[CH:27][CH:26]=[CH:25][N:24]=4)=[CH:21][CH:22]=3)(=[O:16])=[O:17])=[CH:12][CH:13]=2)[CH2:4][CH2:3]1. (4) Given the reactants [Cl:1][C:2]1[CH:3]=[C:4]([C:9]2[CH2:10][CH2:11][NH:12][CH2:13][CH:14]=2)[CH:5]=[CH:6][C:7]=1[F:8].Cl, predict the reaction product. The product is: [Cl:1][C:2]1[CH:3]=[C:4]([CH:9]2[CH2:14][CH2:13][NH:12][CH2:11][CH2:10]2)[CH:5]=[CH:6][C:7]=1[F:8]. (5) The product is: [CH3:37][O:36][C:16]1[CH:17]=[C:18]([C:21]2[S:25][C:24]3=[N:26][CH:27]=[C:28]([C:29]4[CH:34]=[N:33][C:32]([NH2:35])=[N:31][CH:30]=4)[N:23]3[N:22]=2)[CH:19]=[CH:20][C:15]=1[O:14][CH:11]1[CH2:12][CH2:13][NH:8][CH2:9][CH2:10]1.[ClH:38]. Given the reactants C(OC([N:8]1[CH2:13][CH2:12][CH:11]([O:14][C:15]2[CH:20]=[CH:19][C:18]([C:21]3[S:25][C:24]4=[N:26][CH:27]=[C:28]([C:29]5[CH:30]=[N:31][C:32]([NH2:35])=[N:33][CH:34]=5)[N:23]4[N:22]=3)=[CH:17][C:16]=2[O:36][CH3:37])[CH2:10][CH2:9]1)=O)(C)(C)C.[ClH:38].O1CCOCC1, predict the reaction product. (6) The product is: [Cl-:23].[CH:17]1([PH+:10]([CH:4]2[CH2:5][CH2:6][CH2:7][CH2:8][CH2:9]2)[CH:11]2[CH2:16][CH2:15][CH2:14][CH2:13][CH2:12]2)[CH2:18][CH2:19][CH2:20][CH2:21][CH2:22]1. Given the reactants C(=S)=S.[CH:4]1([P:10]([CH:17]2[CH2:22][CH2:21][CH2:20][CH2:19][CH2:18]2)[CH:11]2[CH2:16][CH2:15][CH2:14][CH2:13][CH2:12]2)[CH2:9][CH2:8][CH2:7][CH2:6][CH2:5]1.[Cl-:23].Cl.C1(P(C2CCCCC2)C2CCCCC2)CCCCC1, predict the reaction product. (7) Given the reactants [CH2:1]([C:3]1[CH:8]=[CH:7][C:6]([C:9]2[S:10][C:11]([CH3:20])=[C:12]([C:16]([F:19])([F:18])[F:17])[C:13]=2[CH2:14][OH:15])=[CH:5][CH:4]=1)[CH3:2].O[C:22]1[CH:27]=[CH:26][C:25]([CH2:28][CH2:29][C:30]([O:32]CC)=[O:31])=[C:24]([CH3:35])[C:23]=1[CH3:36].C(C1C=CC(C2SC(C)=C(C(F)(F)F)C=2COC2C(F)=CC(CCC(OCC)=O)=CC=2F)=CC=1)C, predict the reaction product. The product is: [CH2:1]([C:3]1[CH:4]=[CH:5][C:6]([C:9]2[S:10][C:11]([CH3:20])=[C:12]([C:16]([F:19])([F:17])[F:18])[C:13]=2[CH2:14][O:15][C:22]2[CH:27]=[CH:26][C:25]([CH2:28][CH2:29][C:30]([OH:32])=[O:31])=[C:24]([CH3:35])[C:23]=2[CH3:36])=[CH:7][CH:8]=1)[CH3:2]. (8) Given the reactants [C:1]1([O:7][CH3:8])[CH:6]=[CH:5][CH:4]=[CH:3][CH:2]=1.[Cl:9][C:10]1[CH:15]=[C:14](Cl)[C:13]([N+:17]([O-:19])=[O:18])=[CH:12][N:11]=1.C([N:22](CC)CC)C.O, predict the reaction product. The product is: [Cl:9][C:10]1[CH:15]=[C:14]([NH:22][C:4]2[CH:5]=[CH:6][C:1]([O:7][CH3:8])=[CH:2][CH:3]=2)[C:13]([N+:17]([O-:19])=[O:18])=[CH:12][N:11]=1. (9) The product is: [Br:1][C:2]1[CH:9]=[CH:8][C:5]([CH2:6][N:17]2[CH2:22][CH2:21][CH:20]([C:23]#[N:24])[CH2:19][CH2:18]2)=[CH:4][CH:3]=1. Given the reactants [Br:1][C:2]1[CH:9]=[CH:8][C:5]([CH2:6]Br)=[CH:4][CH:3]=1.C(N(CC)CC)C.[NH:17]1[CH2:22][CH2:21][CH:20]([C:23]#[N:24])[CH2:19][CH2:18]1, predict the reaction product.